Predict the product of the given reaction. From a dataset of Forward reaction prediction with 1.9M reactions from USPTO patents (1976-2016). Given the reactants O1CCCC1.[F:6][C:7]([F:31])([F:30])[C:8]1[CH:13]=[C:12]([C:14]([F:17])([F:16])[F:15])[CH:11]=[CH:10][C:9]=1[NH:18][C:19](=[O:29])[C:20]1[CH:25]=[CH:24][CH:23]=[C:22]([N:26]=[C:27]=[O:28])[CH:21]=1.[F:32][C:33]([F:40])([C:36]([F:39])([F:38])[F:37])[CH2:34][OH:35].C(N(CC)CC)C, predict the reaction product. The product is: [F:6][C:7]([F:30])([F:31])[C:8]1[CH:13]=[C:12]([C:14]([F:15])([F:16])[F:17])[CH:11]=[CH:10][C:9]=1[NH:18][C:19](=[O:29])[C:20]1[CH:25]=[CH:24][CH:23]=[C:22]([NH:26][C:27]([O:35][CH2:34][C:33]([F:40])([F:32])[C:36]([F:39])([F:38])[F:37])=[O:28])[CH:21]=1.